Dataset: Full USPTO retrosynthesis dataset with 1.9M reactions from patents (1976-2016). Task: Predict the reactants needed to synthesize the given product. Given the product [C:8]([C@H:10]([OH:30])[C@@H:11]1[CH2:19][C:18]2[C:13](=[CH:14][CH:15]=[CH:16][CH:17]=2)[N:12]1[C:20]([O:22][CH2:23][C:24]1[CH:29]=[CH:28][CH:27]=[CH:26][CH:25]=1)=[O:21])#[N:9], predict the reactants needed to synthesize it. The reactants are: C(O)(C(F)(F)F)=O.[C:8]([CH:10]([O:30][Si](C)(C)C)[C@@H:11]1[CH2:19][C:18]2[C:13](=[CH:14][CH:15]=[CH:16][CH:17]=2)[N:12]1[C:20]([O:22][CH2:23][C:24]1[CH:29]=[CH:28][CH:27]=[CH:26][CH:25]=1)=[O:21])#[N:9].CCO.